Dataset: Reaction yield outcomes from USPTO patents with 853,638 reactions. Task: Predict the reaction yield, written as a fraction of the theoretical maximum amount of product (1.0 means a 100% yield; for example, 0.34 means a 34% yield). (1) The reactants are [NH2:1][C:2]1[CH:3]=[N:4][C:5]([Cl:9])=[C:6](Br)[CH:7]=1.C1(C)C=CC=CC=1P(C1C=CC=CC=1C)C1C=CC=CC=1C.[CH:32]([C:34]1[CH:39]=[CH:38][N:37]=[CH:36][CH:35]=1)=[CH2:33].C(N(CC)CC)C. The catalyst is CN(C=O)C.C1C=CC(/C=C/C(/C=C/C2C=CC=CC=2)=O)=CC=1.C1C=CC(/C=C/C(/C=C/C2C=CC=CC=2)=O)=CC=1.C1C=CC(/C=C/C(/C=C/C2C=CC=CC=2)=O)=CC=1.[Pd].[Pd].C(OCC)(=O)C. The product is [Cl:9][C:5]1[N:4]=[CH:3][C:2]([NH2:1])=[CH:7][C:6]=1/[CH:33]=[CH:32]/[C:34]1[CH:39]=[CH:38][N:37]=[CH:36][CH:35]=1. The yield is 0.840. (2) The reactants are [Si:1]([O:8][CH:9]([CH:14]1[CH2:23][CH2:22][C:21]2[C:16](=[CH:17][CH:18]=[C:19]([O:24][C:25]3[CH:30]=[CH:29][CH:28]=[CH:27][CH:26]=3)[CH:20]=2)[CH2:15]1)[C:10]([O:12]C)=[O:11])([C:4]([CH3:7])([CH3:6])[CH3:5])([CH3:3])[CH3:2].[Li+].[OH-]. The catalyst is C1COCC1.O.CO.CCOC(C)=O. The product is [Si:1]([O:8][CH:9]([CH:14]1[CH2:23][CH2:22][C:21]2[C:16](=[CH:17][CH:18]=[C:19]([O:24][C:25]3[CH:26]=[CH:27][CH:28]=[CH:29][CH:30]=3)[CH:20]=2)[CH2:15]1)[C:10]([OH:12])=[O:11])([C:4]([CH3:7])([CH3:6])[CH3:5])([CH3:3])[CH3:2]. The yield is 0.700.